From a dataset of Full USPTO retrosynthesis dataset with 1.9M reactions from patents (1976-2016). Predict the reactants needed to synthesize the given product. (1) Given the product [NH:36]1[C:1]([C:3]2[CH:4]=[CH:5][C:6]([NH:9][C:10]([C:12]3[CH:13]=[CH:14][C:15]4[O:20][CH2:19][CH2:18][N:17]([S:21]([C:24]5[CH:29]=[C:28]([Cl:30])[CH:27]=[CH:26][C:25]=5[O:31][CH3:32])(=[O:23])=[O:22])[C:16]=4[CH:33]=3)=[O:11])=[CH:7][CH:8]=2)=[N:2][N:38]=[N:37]1, predict the reactants needed to synthesize it. The reactants are: [C:1]([C:3]1[CH:8]=[CH:7][C:6]([NH:9][C:10]([C:12]2[CH:13]=[CH:14][C:15]3[O:20][CH2:19][CH2:18][N:17]([S:21]([C:24]4[CH:29]=[C:28]([Cl:30])[CH:27]=[CH:26][C:25]=4[O:31][CH3:32])(=[O:23])=[O:22])[C:16]=3[CH:33]=2)=[O:11])=[CH:5][CH:4]=1)#[N:2].[Cl-].[NH4+].[N-:36]=[N+:37]=[N-:38].[Na+].Cl. (2) Given the product [CH2:14]([O:13][C:12]1[C:11](=[O:21])[N:10]=[C:9]([CH2:22][C:23]2([C:28]3[CH:33]=[CH:32][CH:31]=[CH:30][N:29]=3)[CH2:27][CH2:26][CH2:25][CH2:24]2)[N:8]2[CH2:35][CH2:34][N:4]([CH:1]3[CH2:3][CH2:2]3)[C:5](=[O:6])[C:7]=12)[C:15]1[CH:16]=[CH:17][CH:18]=[CH:19][CH:20]=1, predict the reactants needed to synthesize it. The reactants are: [CH:1]1([N:4]([CH2:34][CH2:35]O)[C:5]([C:7]2[C:12]([O:13][CH2:14][C:15]3[CH:20]=[CH:19][CH:18]=[CH:17][CH:16]=3)=[C:11]([OH:21])[N:10]=[C:9]([CH2:22][C:23]3([C:28]4[CH:33]=[CH:32][CH:31]=[CH:30][N:29]=4)[CH2:27][CH2:26][CH2:25][CH2:24]3)[N:8]=2)=[O:6])[CH2:3][CH2:2]1.N(C(OC(C)C)=O)=NC(OC(C)C)=O.C(OCC)(=O)C.O. (3) Given the product [Cl:8][C:9]1[CH:40]=[CH:39][C:12]([O:13][C:14]2[CH:15]=[CH:16][C:17]([NH:20][CH:21]3[CH2:26][CH2:25][N:24]([CH2:27][CH2:28][C:29]4[CH:30]=[CH:31][C:32]([C:33]([OH:35])=[O:34])=[CH:37][CH:38]=4)[CH2:23][CH2:22]3)=[CH:18][CH:19]=2)=[CH:11][CH:10]=1, predict the reactants needed to synthesize it. The reactants are: FC(F)(F)C(O)=O.[Cl:8][C:9]1[CH:40]=[CH:39][C:12]([O:13][C:14]2[CH:19]=[CH:18][C:17]([NH:20][CH:21]3[CH2:26][CH2:25][N:24]([CH2:27][CH2:28][C:29]4[CH:38]=[CH:37][C:32]([C:33]([O:35]C)=[O:34])=[CH:31][CH:30]=4)[CH2:23][CH2:22]3)=[CH:16][CH:15]=2)=[CH:11][CH:10]=1.[OH-].[Li+].C(O)(C(F)(F)F)=O. (4) Given the product [Cl:7][C:8]1[CH:13]=[CH:12][C:11]([S:14][C:15]2[CH:23]=[CH:22][C:18]([C:19]([OH:21])=[O:20])=[CH:17][CH:16]=2)=[CH:10][C:9]=1[OH:24], predict the reactants needed to synthesize it. The reactants are: Br.C(O)(=O)C.O.[Cl:7][C:8]1[CH:13]=[CH:12][C:11]([S:14][C:15]2[CH:23]=[CH:22][C:18]([C:19]([OH:21])=[O:20])=[CH:17][CH:16]=2)=[CH:10][C:9]=1[O:24]C. (5) The reactants are: [Br:1][C:2]1[CH:7]=[CH:6][C:5]([N:8]2[C:12]3=[C:13]([Cl:20])[C:14]4[N:15]([CH:17]=[CH:18][N:19]=4)[CH:16]=[C:11]3[NH:10]C2=O)=[C:4]([Cl:22])[CH:3]=1.[Li+].C[Si]([N-][Si](C)(C)C)(C)C.[CH:33]1([S:36](N)(=[O:38])=[O:37])[CH2:35][CH2:34]1. Given the product [Br:1][C:2]1[CH:7]=[CH:6][C:5]([NH:8][C:12]2[C:11]([NH:10][S:36]([CH:33]3[CH2:35][CH2:34]3)(=[O:38])=[O:37])=[CH:16][N:15]3[CH:17]=[CH:18][N:19]=[C:14]3[C:13]=2[Cl:20])=[C:4]([Cl:22])[CH:3]=1, predict the reactants needed to synthesize it. (6) Given the product [C:1]([O:6][Si:8]([CH3:15])([CH3:14])[CH3:7])(=[O:5])[CH2:2][CH:3]=[CH2:4], predict the reactants needed to synthesize it. The reactants are: [C:1]([OH:6])(=[O:5])[CH2:2][CH:3]=[CH2:4].[CH3:7][Si:8]([CH3:15])([CH3:14])N[Si:8]([CH3:15])([CH3:14])[CH3:7].[NH4+]. (7) Given the product [C:21]([O:20][C:17](=[O:19])[CH2:18][C:3](=[O:16])[C:4]1[CH:9]=[CH:8][CH:7]=[C:6]([C:10]2[N:11]=[C:12]([CH3:15])[O:13][CH:14]=2)[CH:5]=1)([CH3:24])([CH3:23])[CH3:22], predict the reactants needed to synthesize it. The reactants are: CO[C:3](=[O:16])[C:4]1[CH:9]=[CH:8][CH:7]=[C:6]([C:10]2[N:11]=[C:12]([CH3:15])[O:13][CH:14]=2)[CH:5]=1.[C:17]([O:20][C:21]([CH3:24])([CH3:23])[CH3:22])(=[O:19])[CH3:18].[Li]. (8) Given the product [C:1]([NH:24][C@@H:25]([CH3:30])[C:26]([OH:28])=[O:27])(=[O:23])[CH2:2][CH2:3]/[CH:4]=[CH:5]\[CH2:6]/[CH:7]=[CH:8]\[CH2:9]/[CH:10]=[CH:11]\[CH2:12]/[CH:13]=[CH:14]\[CH2:15]/[CH:16]=[CH:17]\[CH2:18]/[CH:19]=[CH:20]\[CH2:21][CH3:22], predict the reactants needed to synthesize it. The reactants are: [C:1]([NH:24][C@@H:25]([CH3:30])[C:26]([O:28]C)=[O:27])(=[O:23])[CH2:2][CH2:3]/[CH:4]=[CH:5]\[CH2:6]/[CH:7]=[CH:8]\[CH2:9]/[CH:10]=[CH:11]\[CH2:12]/[CH:13]=[CH:14]\[CH2:15]/[CH:16]=[CH:17]\[CH2:18]/[CH:19]=[CH:20]\[CH2:21][CH3:22].[OH-].[Na+].